From a dataset of Reaction yield outcomes from USPTO patents with 853,638 reactions. Predict the reaction yield, written as a fraction of the theoretical maximum amount of product (1.0 means a 100% yield; for example, 0.34 means a 34% yield). (1) The reactants are Br[C:2]1[CH:3]=[CH:4][C:5]2[O:11][CH2:10][CH2:9][N:8]3[CH:12]=[C:13]([C:15]([NH2:17])=[O:16])[N:14]=[C:7]3[C:6]=2[CH:18]=1.[O:19]1[CH:23]=[N:22][N:21]=[C:20]1[C:24]([OH:28])([C:26]#[CH:27])[CH3:25]. No catalyst specified. The product is [OH:28][C:24]([C:20]1[O:19][CH:23]=[N:22][N:21]=1)([CH3:25])[C:26]#[C:27][C:2]1[CH:3]=[CH:4][C:5]2[O:11][CH2:10][CH2:9][N:8]3[CH:12]=[C:13]([C:15]([NH2:17])=[O:16])[N:14]=[C:7]3[C:6]=2[CH:18]=1. The yield is 0.0300. (2) The reactants are [F:1][C:2]1[CH:3]=[C:4]2[C:9](=[CH:10][CH:11]=1)[N:8]=[C:7]([NH:12][C:13](=[O:17])OCC)[C:6]([O:18][CH3:19])=[N:5]2.[F:20][C:21]1[CH:26]=[CH:25][C:24]([N:27]2[CH2:32][CH2:31][NH:30][CH2:29][CH2:28]2)=[CH:23][CH:22]=1. No catalyst specified. The product is [F:1][C:2]1[CH:3]=[C:4]2[C:9](=[CH:10][CH:11]=1)[N:8]=[C:7]([NH:12][C:13]([N:30]1[CH2:29][CH2:28][N:27]([C:24]3[CH:23]=[CH:22][C:21]([F:20])=[CH:26][CH:25]=3)[CH2:32][CH2:31]1)=[O:17])[C:6]([O:18][CH3:19])=[N:5]2. The yield is 0.820. (3) The reactants are C([N:4]1[C:12]2[C:7](=[CH:8][C:9]([C:13](Cl)=[O:14])=[CH:10][CH:11]=2)[C:6]([C:16]2[CH:21]=[CH:20][C:19]([F:22])=[CH:18][CH:17]=2)=[N:5]1)(=O)C.[NH2:23][CH2:24][C:25]1[CH:26]=[N:27][CH:28]=[CH:29][CH:30]=1. The catalyst is N1C=CC=CC=1. The product is [F:22][C:19]1[CH:18]=[CH:17][C:16]([C:6]2[C:7]3[C:12](=[CH:11][CH:10]=[C:9]([C:13]([NH:23][CH2:24][C:25]4[CH:26]=[N:27][CH:28]=[CH:29][CH:30]=4)=[O:14])[CH:8]=3)[NH:4][N:5]=2)=[CH:21][CH:20]=1. The yield is 0.410. (4) The reactants are [CH2:1]([N:8]1[C:16]2[C:11](=[CH:12][C:13]([NH:17][C:18]3[C:23]([C:24]([NH:26][C@@H:27]4[CH2:32][CH2:31][C@H:30]([NH:33][C:34]([C:36]5[N:37]=[C:38]6[CH:43]=[CH:42][C:41]([F:44])=[CH:40][N:39]6[CH:45]=5)=[O:35])[CH2:29][CH2:28]4)=[O:25])=[CH:22][C:21]([F:46])=[CH:20][N:19]=3)=[CH:14][CH:15]=2)[CH:10]=[N:9]1)[C:2]1[CH:7]=[CH:6][CH:5]=[CH:4][CH:3]=1.[C:47](N1C=CN=C1)(N1C=CN=C1)=[O:48].[H-].[Na+]. The catalyst is CN(C)C=O. The product is [CH2:1]([N:8]1[C:16]2[C:11](=[CH:12][C:13]([N:17]3[C:18]4[N:19]=[CH:20][C:21]([F:46])=[CH:22][C:23]=4[C:24](=[O:25])[N:26]([C@@H:27]4[CH2:32][CH2:31][C@H:30]([NH:33][C:34]([C:36]5[N:37]=[C:38]6[CH:43]=[CH:42][C:41]([F:44])=[CH:40][N:39]6[CH:45]=5)=[O:35])[CH2:29][CH2:28]4)[C:47]3=[O:48])=[CH:14][CH:15]=2)[CH:10]=[N:9]1)[C:2]1[CH:7]=[CH:6][CH:5]=[CH:4][CH:3]=1. The yield is 0.180. (5) The product is [F:1][C:2]1[CH:12]=[CH:11][C:5]2[NH:6][C@@H:7]([CH3:10])[CH2:8][O:9][C:4]=2[C:3]=1[F:13]. The yield is 0.980. The reactants are [F:1][C:2]1[CH:12]=[CH:11][C:5]2[N:6]=[C:7]([CH3:10])[CH2:8][O:9][C:4]=2[C:3]=1[F:13]. The catalyst is C1(C)C=CC=CC=1. (6) The reactants are [H-].[Na+].[CH:3]1([O:8][C:9]2[CH:10]=[C:11]([CH:17]3[CH2:21][NH:20][C:19](=[O:22])[CH2:18]3)[CH:12]=[CH:13][C:14]=2[O:15][CH3:16])[CH2:7][CH2:6][CH2:5][CH2:4]1.C1OCCOCCOCCOCCOC1.[F:38][C:39]1[C:46]([F:47])=[CH:45][CH:44]=[CH:43][C:40]=1[CH2:41]Br. The catalyst is CN(C)C=O.O1CCCC1.C(OCC)(=O)C. The product is [F:38][C:39]1[C:46]([F:47])=[CH:45][CH:44]=[CH:43][C:40]=1[CH2:41][N:20]1[CH2:21][CH:17]([C:11]2[CH:12]=[CH:13][C:14]([O:15][CH3:16])=[C:9]([O:8][CH:3]3[CH2:4][CH2:5][CH2:6][CH2:7]3)[CH:10]=2)[CH2:18][C:19]1=[O:22]. The yield is 0.700. (7) The reactants are NC1SC(C2C(F)=CC=CC=2F)=NC=1C(NC1C=NN(C)C=1N1CCC[C@H](NCCO)CC1)=O.[OH:35][CH2:36][CH2:37][N:38]([CH2:76][CH2:77][OH:78])[C@@H:39]1[CH2:45][CH2:44][CH2:43][N:42]([C:46]2[N:50]([CH3:51])[N:49]=[CH:48][C:47]=2[NH:52][C:53]([C:55]2[N:56]=[C:57]([C:68]3[C:73]([F:74])=[CH:72][CH:71]=[CH:70][C:69]=3[F:75])[S:58][C:59]=2[NH:60]C(=O)OC(C)(C)C)=[O:54])[CH2:41][CH2:40]1. No catalyst specified. The product is [NH2:60][C:59]1[S:58][C:57]([C:68]2[C:69]([F:75])=[CH:70][CH:71]=[CH:72][C:73]=2[F:74])=[N:56][C:55]=1[C:53]([NH:52][C:47]1[CH:48]=[N:49][N:50]([CH3:51])[C:46]=1[N:42]1[CH2:43][CH2:44][CH2:45][C@H:39]([N:38]([CH2:37][CH2:36][OH:35])[CH2:76][CH2:77][OH:78])[CH2:40][CH2:41]1)=[O:54]. The yield is 0.710. (8) The product is [Cl:15][C:16]1[CH:24]=[CH:23][CH:22]=[C:21]([Cl:25])[C:17]=1[C:18]([NH:14][C:11]1[CH:12]=[N:13][C:8]([NH:7][C:3]2[CH:2]=[N:1][CH:6]=[CH:5][CH:4]=2)=[N:9][CH:10]=1)=[O:19]. The reactants are [N:1]1[CH:6]=[CH:5][CH:4]=[C:3]([NH:7][C:8]2[N:13]=[CH:12][C:11]([NH2:14])=[CH:10][N:9]=2)[CH:2]=1.[Cl:15][C:16]1[CH:24]=[CH:23][CH:22]=[C:21]([Cl:25])[C:17]=1[C:18](Cl)=[O:19]. The yield is 0.180. The catalyst is C1COCC1. (9) The reactants are [Br:1][C:2]1[CH:3]=[CH:4][C:5]2[CH:6]([CH:18]3[CH2:23][CH2:22][NH:21][CH2:20][CH2:19]3)[C:7]3[C:12]([S:13][C:14]=2[CH:15]=1)=[C:11]([O:16][CH3:17])[CH:10]=[CH:9][CH:8]=3.[CH3:24][C:25]([O:28][C:29](O[C:29]([O:28][C:25]([CH3:27])([CH3:26])[CH3:24])=[O:30])=[O:30])([CH3:27])[CH3:26].[OH-].[Na+]. The catalyst is O1CCOCC1. The product is [C:25]([O:28][C:29]([N:21]1[CH2:20][CH2:19][CH:18]([CH:6]2[C:5]3[CH:4]=[CH:3][C:2]([Br:1])=[CH:15][C:14]=3[S:13][C:12]3[C:7]2=[CH:8][CH:9]=[CH:10][C:11]=3[O:16][CH3:17])[CH2:23][CH2:22]1)=[O:30])([CH3:27])([CH3:26])[CH3:24]. The yield is 0.372.